Task: Predict the product of the given reaction.. Dataset: Forward reaction prediction with 1.9M reactions from USPTO patents (1976-2016) (1) Given the reactants [CH3:1][C:2]1([CH3:42])C2C(=C(P(C3C=CC=CC=3)C3C=CC=CC=3)C=CC=2)OC2C(P(C3C=CC=CC=3)C3C=CC=CC=3)=CC=C[C:3]1=2.[N:43]#N.Br[C:46]1[CH:47]=[N:48][CH:49]=[C:50]([F:67])[C:51]=1[N:52]1[CH2:57][CH2:56][CH:55]([C:58]([N:60]2[CH2:65][CH2:64][N:63]([CH3:66])[CH2:62][CH2:61]2)=[O:59])[CH2:54][CH2:53]1.[C:68]([O-:71])([O-])=[O:69].[Cs+].[Cs+], predict the reaction product. The product is: [F:67][C:50]1[C:51]([N:52]2[CH2:57][CH2:56][CH:55]([C:58]([N:60]3[CH2:65][CH2:64][N:63]([CH3:66])[CH2:62][CH2:61]3)=[O:59])[CH2:54][CH2:53]2)=[C:46]([NH:43][C:68](=[O:69])[O:71][C:2]([CH3:42])([CH3:3])[CH3:1])[CH:47]=[N:48][CH:49]=1. (2) Given the reactants [I:1][C:2]1[CH:9]=[CH:8][C:7]([C:10]([F:13])([F:12])[F:11])=[CH:6][C:3]=1[CH:4]=[O:5].[BH4-].[Na+].Cl, predict the reaction product. The product is: [I:1][C:2]1[CH:9]=[CH:8][C:7]([C:10]([F:12])([F:13])[F:11])=[CH:6][C:3]=1[CH2:4][OH:5]. (3) The product is: [C:1]([O:4][C:5]1[CH:10]=[CH:9][C:8]([C:11](=[O:12])[NH:40][C:36]2[CH:37]=[CH:38][C:33]([C:30]3[CH:31]=[CH:32][C:27]([O:26][CH:23]4[CH2:24][CH2:25][N:20]([CH3:19])[CH2:21][CH2:22]4)=[CH:28][CH:29]=3)=[CH:34][CH:35]=2)=[CH:7][C:6]=1[CH2:14][CH:15]=[C:16]([CH3:18])[CH3:17])(=[O:3])[CH3:2]. Given the reactants [C:1]([O:4][C:5]1[CH:10]=[CH:9][C:8]([C:11](Cl)=[O:12])=[CH:7][C:6]=1[CH2:14][CH:15]=[C:16]([CH3:18])[CH3:17])(=[O:3])[CH3:2].[CH3:19][N:20]1[CH2:25][CH2:24][CH:23]([O:26][C:27]2[CH:32]=[CH:31][C:30]([C:33]3[CH:38]=[CH:37][CH:36]=[C:35](N)[CH:34]=3)=[CH:29][CH:28]=2)[CH2:22][CH2:21]1.[N:40]1C=CC=CC=1, predict the reaction product. (4) Given the reactants Br[C:2]1[N:6]2[CH:7]=[CH:8][C:9]([C:11]([F:14])([F:13])[F:12])=[N:10][C:5]2=[N:4][CH:3]=1.CC1(C)COB([C:22]2[CH:23]=[CH:24][C:25]([F:37])=[C:26]([C:28]3[C:29]([C:35]#[N:36])=[C:30]([F:34])[CH:31]=[CH:32][CH:33]=3)[CH:27]=2)OC1, predict the reaction product. The product is: [F:34][C:30]1[CH:31]=[CH:32][CH:33]=[C:28]([C:26]2[CH:27]=[C:22]([C:2]3[N:6]4[CH:7]=[CH:8][C:9]([C:11]([F:14])([F:13])[F:12])=[N:10][C:5]4=[N:4][CH:3]=3)[CH:23]=[CH:24][C:25]=2[F:37])[C:29]=1[C:35]#[N:36]. (5) Given the reactants [CH:1]12[CH2:13][CH2:12][CH:8]([CH2:9][NH:10][CH2:11]1)[C:7]1[C:2]2=[CH:3][C:4]([NH:14][C:15]2[N:20]=[C:19]([NH:21][C:22]3[CH:31]=[CH:30][CH:29]=[CH:28][C:23]=3[C:24]([NH:26][CH3:27])=[O:25])[C:18]([Cl:32])=[CH:17][N:16]=2)=[CH:5][CH:6]=1.C(=O)([O-])[O-].[Cs+].[Cs+].[CH2:39](Br)[C:40]#[CH:41], predict the reaction product. The product is: [Cl:32][C:18]1[C:19]([NH:21][C:22]2[CH:31]=[CH:30][CH:29]=[CH:28][C:23]=2[C:24]([NH:26][CH3:27])=[O:25])=[N:20][C:15]([NH:14][C:4]2[CH:3]=[C:2]3[C:7](=[CH:6][CH:5]=2)[CH:8]2[CH2:12][CH2:13][CH:1]3[CH2:11][N:10]([CH2:41][C:40]#[CH:39])[CH2:9]2)=[N:16][CH:17]=1.